This data is from Full USPTO retrosynthesis dataset with 1.9M reactions from patents (1976-2016). The task is: Predict the reactants needed to synthesize the given product. (1) Given the product [CH2:1]([O:8][C:9](=[O:24])[C@@H:10]([N:23]([CH2:32][CH2:31][CH2:30][CH2:29][CH2:28][CH2:27][CH2:26][CH3:25])[C:60]([O:59][C:55]([CH3:58])([CH3:57])[CH3:56])=[O:61])[CH2:11][CH2:12][C:13]1[N:17]([CH3:18])[C:16]2[CH:19]=[CH:20][CH:21]=[CH:22][C:15]=2[N:14]=1)[C:2]1[CH:3]=[CH:4][CH:5]=[CH:6][CH:7]=1, predict the reactants needed to synthesize it. The reactants are: [CH2:1]([O:8][C:9](=[O:24])[C@@H:10]([NH2:23])[CH2:11][CH2:12][C:13]1[N:17]([CH3:18])[C:16]2[CH:19]=[CH:20][CH:21]=[CH:22][C:15]=2[N:14]=1)[C:2]1[CH:7]=[CH:6][CH:5]=[CH:4][CH:3]=1.[CH3:25][CH2:26][CH2:27][CH2:28][CH2:29][CH2:30][CH2:31][CH:32]=O.C(OC)(OC)OC.C(O[BH-](OC(=O)C)OC(=O)C)(=O)C.[Na+].[C:55]([O:59][C:60](O[C:60]([O:59][C:55]([CH3:58])([CH3:57])[CH3:56])=[O:61])=[O:61])([CH3:58])([CH3:57])[CH3:56]. (2) Given the product [CH:36]1([C:34]([NH:33][C:31]2[N:32]=[C:27]3[CH:26]=[CH:25][C:24]([O:23][C:22]4[CH:39]=[CH:40][C:19]([NH:18][C:8]([C:5]5[C:4](=[O:11])[N:3]([C:12]6[CH:17]=[CH:16][CH:15]=[CH:14][CH:13]=6)[N:2]([CH3:1])[C:6]=5[CH3:7])=[O:10])=[CH:20][C:21]=4[F:41])=[CH:29][N:28]3[CH:30]=2)=[O:35])[CH2:37][CH2:38]1, predict the reactants needed to synthesize it. The reactants are: [CH3:1][N:2]1[C:6]([CH3:7])=[C:5]([C:8]([OH:10])=O)[C:4](=[O:11])[N:3]1[C:12]1[CH:17]=[CH:16][CH:15]=[CH:14][CH:13]=1.[NH2:18][C:19]1[CH:40]=[CH:39][C:22]([O:23][C:24]2[CH:25]=[CH:26][C:27]3[N:28]([CH:30]=[C:31]([NH:33][C:34]([CH:36]4[CH2:38][CH2:37]4)=[O:35])[N:32]=3)[CH:29]=2)=[C:21]([F:41])[CH:20]=1.CN(C(ON1N=NC2C=CC=NC1=2)=[N+](C)C)C.F[P-](F)(F)(F)(F)F.C(N(CC)C(C)C)(C)C.C(=O)([O-])O.[Na+]. (3) Given the product [I:23][C:2]1[CH:10]=[C:9]([C:11]#[N:12])[CH:8]=[C:7]2[C:3]=1[C:4]1[CH:16]=[C:15]([CH3:17])[CH:14]=[N:13][C:5]=1[NH:6]2, predict the reactants needed to synthesize it. The reactants are: N[C:2]1[CH:10]=[C:9]([C:11]#[N:12])[CH:8]=[C:7]2[C:3]=1[C:4]1[CH:16]=[C:15]([CH3:17])[CH:14]=[N:13][C:5]=1[NH:6]2.Cl.N([O-])=O.[Na+].[I:23]I.[I-].[K+].